Dataset: Full USPTO retrosynthesis dataset with 1.9M reactions from patents (1976-2016). Task: Predict the reactants needed to synthesize the given product. (1) The reactants are: [Cl:1][C:2]1[CH:3]=[C:4]2[C:8](=[CH:9][CH:10]=1)[NH:7][CH:6]=[C:5]2[CH2:11][CH2:12][NH:13][C:14](=[O:23])[C:15]1[CH:20]=[CH:19][CH:18]=[C:17]([CH2:21]Cl)[CH:16]=1.[CH:24]1([CH2:30][NH2:31])[CH2:29][CH2:28][CH2:27][CH2:26][CH2:25]1.[I-].[Na+]. Given the product [Cl:1][C:2]1[CH:3]=[C:4]2[C:8](=[CH:9][CH:10]=1)[NH:7][CH:6]=[C:5]2[CH2:11][CH2:12][NH:13][C:14](=[O:23])[C:15]1[CH:20]=[CH:19][CH:18]=[C:17]([CH2:21][NH:31][CH2:30][CH:24]2[CH2:29][CH2:28][CH2:27][CH2:26][CH2:25]2)[CH:16]=1, predict the reactants needed to synthesize it. (2) Given the product [NH2:2][C:3]1[C:4]2[NH:34][C:16](=[O:18])[CH2:15][N:14]([CH2:21][C:22]3[CH:27]=[CH:26][CH:25]=[C:24]([CH2:28][N:29]4[CH2:33][CH2:32][CH2:31][CH2:30]4)[CH:23]=3)[C:5]=2[N:6]=[C:7]([O:9][CH2:10][CH2:11][CH2:12][CH3:13])[N:8]=1, predict the reactants needed to synthesize it. The reactants are: Cl.[NH2:2][C:3]1[N:8]=[C:7]([O:9][CH2:10][CH2:11][CH2:12][CH3:13])[N:6]=[C:5]([N:14]([CH2:21][C:22]2[CH:27]=[CH:26][CH:25]=[C:24]([CH2:28][N:29]3[CH2:33][CH2:32][CH2:31][CH2:30]3)[CH:23]=2)[CH2:15][C:16]([O:18]CC)=O)[C:4]=1[N+:34]([O-])=O.C(O)(=O)C. (3) Given the product [CH3:1][O:2][C:3](=[O:11])[C:4](=[N:12][OH:13])[C:5]1[CH:10]=[CH:9][CH:8]=[CH:7][N:6]=1, predict the reactants needed to synthesize it. The reactants are: [CH3:1][O:2][C:3](=[O:11])[CH2:4][C:5]1[CH:10]=[CH:9][CH:8]=[CH:7][N:6]=1.[N:12]([O-])=[O:13].[Na+].O. (4) Given the product [Br:1][C:2]1[CH:3]=[C:4]2[C:8](=[CH:9][CH:10]=1)[NH:7][C:6](=[O:11])/[C:5]/2=[CH:12]\[C:13]1[NH:17][C:16]2[CH2:18][CH2:19][CH2:20][CH2:21][CH2:22][C:15]=2[C:14]=1[CH2:23][CH2:24][C:25]([NH:28][CH2:29][CH2:30][N:31]1[CH2:36][CH2:35][O:34][CH2:33][CH2:32]1)=[O:27], predict the reactants needed to synthesize it. The reactants are: [Br:1][C:2]1[CH:3]=[C:4]2[C:8](=[CH:9][CH:10]=1)[NH:7][C:6](=[O:11])/[C:5]/2=[CH:12]\[C:13]1[NH:17][C:16]2[CH2:18][CH2:19][CH2:20][CH2:21][CH2:22][C:15]=2[C:14]=1[CH2:23][CH2:24][C:25]([OH:27])=O.[NH2:28][CH2:29][CH2:30][N:31]1[CH2:36][CH2:35][O:34][CH2:33][CH2:32]1.CN(C)CCCN=C=NCC.ON1C2C=CC=CC=2N=N1. (5) Given the product [F:17][C:15]1[C:14]([O:18][CH3:19])=[CH:13][C:3]2[O:4][C:5]3[CH:12]=[CH:11][C:8]([C:9]#[N:10])=[CH:7][C:6]=3[C:2]=2[CH:16]=1, predict the reactants needed to synthesize it. The reactants are: Br[C:2]1[CH:16]=[C:15]([F:17])[C:14]([O:18][CH3:19])=[CH:13][C:3]=1[O:4][C:5]1[CH:12]=[CH:11][C:8]([C:9]#[N:10])=[CH:7][CH:6]=1.C(=O)([O-])[O-].[Na+].[Na+].O.C(OCC)C. (6) Given the product [CH2:1]([O:3][C:4](=[O:24])[CH2:5][C:6]1[CH:7]=[C:8]([C:13]2[CH:18]=[CH:17][C:16]([F:19])=[CH:15][C:14]=2[CH2:20][N:21]([C:28]([CH:25]2[CH2:27][CH2:26]2)=[O:29])[CH2:22][CH3:23])[CH:9]=[C:10]([Cl:12])[CH:11]=1)[CH3:2], predict the reactants needed to synthesize it. The reactants are: [CH2:1]([O:3][C:4](=[O:24])[CH2:5][C:6]1[CH:7]=[C:8]([C:13]2[CH:18]=[CH:17][C:16]([F:19])=[CH:15][C:14]=2[CH2:20][NH:21][CH2:22][CH3:23])[CH:9]=[C:10]([Cl:12])[CH:11]=1)[CH3:2].[CH:25]1([C:28](Cl)=[O:29])[CH2:27][CH2:26]1. (7) Given the product [NH2:1][C:2]1[CH2:3][C:4]([C:14]([N:16]([CH2:20][CH2:21][CH3:22])[CH2:17][CH2:18][CH3:19])=[O:15])=[CH:5][C:6]2[CH:12]=[CH:11][C:10]([C:30]3[CH:29]=[CH:28][C:27]([CH:25]([OH:26])[CH2:36][OH:37])=[CH:32][CH:31]=3)=[CH:9][C:7]=2[N:8]=1, predict the reactants needed to synthesize it. The reactants are: [NH2:1][C:2]1[CH2:3][C:4]([C:14]([N:16]([CH2:20][CH2:21][CH3:22])[CH2:17][CH2:18][CH3:19])=[O:15])=[CH:5][C:6]2[CH:12]=[CH:11][C:10](Br)=[CH:9][C:7]=2[N:8]=1.CO[C:25]([C:27]1[CH:32]=[CH:31][C:30](B(O)O)=[CH:29][CH:28]=1)=[O:26].[C:36](=O)([O-])[O-:37].[K+].[K+]. (8) Given the product [OH:16][CH2:14][CH2:15][S:1][C:2]1[CH:10]=[CH:9][C:5]([C:6]([OH:8])=[O:7])=[CH:4][CH:3]=1, predict the reactants needed to synthesize it. The reactants are: [SH:1][C:2]1[CH:10]=[CH:9][C:5]([C:6]([OH:8])=[O:7])=[CH:4][CH:3]=1.[OH-].[K+].Cl[CH:14]([OH:16])[CH3:15]. (9) The reactants are: [H-].[Li+].[OH:3][CH2:4][C:5]1[CH:10]=[C:9]([CH3:11])[N:8]=[C:7]([O:12][C@@H:13]([C:18]([O:31][CH3:32])([C:25]2[CH:30]=[CH:29][CH:28]=[CH:27][CH:26]=2)[C:19]2[CH:24]=[CH:23][CH:22]=[CH:21][CH:20]=2)[C:14]([O:16][CH3:17])=[O:15])[N:6]=1.[CH2:33](Br)[C:34]1[CH:39]=[CH:38][CH:37]=[CH:36][CH:35]=1. Given the product [CH2:33]([O:3][CH2:4][C:5]1[CH:10]=[C:9]([CH3:11])[N:8]=[C:7]([O:12][C@@H:13]([C:18]([O:31][CH3:32])([C:25]2[CH:26]=[CH:27][CH:28]=[CH:29][CH:30]=2)[C:19]2[CH:20]=[CH:21][CH:22]=[CH:23][CH:24]=2)[C:14]([O:16][CH3:17])=[O:15])[N:6]=1)[C:34]1[CH:39]=[CH:38][CH:37]=[CH:36][CH:35]=1, predict the reactants needed to synthesize it. (10) Given the product [F:1][C:2]1[C:3]([NH:18]/[N:19]=[CH:25]/[C:21]2[S:20][CH:24]=[CH:23][CH:22]=2)=[N:4][C:5]([O:8][CH2:9][C:10]2[CH:15]=[CH:14][CH:13]=[C:12]([O:16][CH3:17])[CH:11]=2)=[N:6][CH:7]=1, predict the reactants needed to synthesize it. The reactants are: [F:1][C:2]1[C:3]([NH:18][NH2:19])=[N:4][C:5]([O:8][CH2:9][C:10]2[CH:15]=[CH:14][CH:13]=[C:12]([O:16][CH3:17])[CH:11]=2)=[N:6][CH:7]=1.[S:20]1[CH:24]=[CH:23][CH:22]=[C:21]1[CH:25]=O.Cl.